This data is from Catalyst prediction with 721,799 reactions and 888 catalyst types from USPTO. The task is: Predict which catalyst facilitates the given reaction. (1) Reactant: [F:1][C:2]1[CH:7]=[CH:6][C:5]([C:8]2[CH:13]=[C:12]([C:14]3[CH:15]=[N:16][C:17](F)=[CH:18][CH:19]=3)[N:11]=[C:10]([N:21]3[CH2:25][CH2:24][CH2:23][CH:22]3[CH3:26])[N:9]=2)=[CH:4][CH:3]=1.[OH:27][CH:28]1[CH2:33][CH2:32][NH:31][CH2:30][CH2:29]1. Product: [F:1][C:2]1[CH:7]=[CH:6][C:5]([C:8]2[N:9]=[C:10]([N:21]3[CH2:25][CH2:24][CH2:23][CH:22]3[CH3:26])[N:11]=[C:12]([C:14]3[CH:19]=[CH:18][C:17]([N:31]4[CH2:32][CH2:33][CH:28]([OH:27])[CH2:29][CH2:30]4)=[N:16][CH:15]=3)[CH:13]=2)=[CH:4][CH:3]=1. The catalyst class is: 44. (2) Reactant: [Cl:1][C:2]1[CH:11]=[CH:10][C:9]2[C:8]([C:12]([NH:14][CH2:15][CH:16]3[CH2:21][CH2:20][CH2:19][CH2:18][CH2:17]3)=[O:13])=[C:7]([Cl:22])[CH:6]=[CH:5][C:4]=2[N:3]=1.[NH:23]1[CH2:27][CH2:26][C@@H:25]([NH2:28])[CH2:24]1. Product: [ClH:1].[ClH:1].[NH2:28][C@@H:25]1[CH2:26][CH2:27][N:23]([C:2]2[CH:11]=[CH:10][C:9]3[C:8]([C:12]([NH:14][CH2:15][CH:16]4[CH2:21][CH2:20][CH2:19][CH2:18][CH2:17]4)=[O:13])=[C:7]([Cl:22])[CH:6]=[CH:5][C:4]=3[N:3]=2)[CH2:24]1. The catalyst class is: 10. (3) Reactant: [NH:1]1[C:5]2=[N:6][CH:7]=[CH:8][C:9]([O:10][C:11]3[CH:17]=[CH:16][C:14]([NH2:15])=[CH:13][CH:12]=3)=[C:4]2[CH:3]=[CH:2]1.[F:18][C:19]1[CH:24]=[CH:23][C:22]([N:25]=[C:26]=[O:27])=[CH:21][CH:20]=1. Product: [F:18][C:19]1[CH:24]=[CH:23][C:22]([NH:25][C:26]([NH:15][C:14]2[CH:16]=[CH:17][C:11]([O:10][C:9]3[CH:8]=[CH:7][N:6]=[C:5]4[NH:1][CH:2]=[CH:3][C:4]=34)=[CH:12][CH:13]=2)=[O:27])=[CH:21][CH:20]=1. The catalyst class is: 13. (4) Reactant: [N:1]1([C:7]2[CH:12]=[CH:11][C:10]([C:13]([N:15]3[C:21]4[CH:22]=[CH:23][CH:24]=[CH:25][C:20]=4[CH2:19][N:18]4[C:26]([C:29](=[O:34])C(Cl)(Cl)Cl)=[CH:27][CH:28]=[C:17]4[CH2:16]3)=[O:14])=[CH:9][C:8]=2[S:35]([NH2:38])(=[O:37])=[O:36])[CH2:6][CH2:5][O:4][CH2:3][CH2:2]1.[NH2:39][CH2:40][C:41]1[CH:42]=[N:43][CH:44]=[CH:45][CH:46]=1.O. Product: [OH2:4].[NH2:38][S:35]([C:8]1[CH:9]=[C:10]([CH:11]=[CH:12][C:7]=1[N:1]1[CH2:6][CH2:5][O:4][CH2:3][CH2:2]1)[C:13]([N:15]1[C:21]2[CH:22]=[CH:23][CH:24]=[CH:25][C:20]=2[CH2:19][N:18]2[C:26]([C:29]([NH:39][CH2:40][C:41]3[CH:42]=[N:43][CH:44]=[CH:45][CH:46]=3)=[O:34])=[CH:27][CH:28]=[C:17]2[CH2:16]1)=[O:14])(=[O:37])=[O:36].[NH2:38][S:35]([C:8]1[CH:9]=[C:10]([CH:11]=[CH:12][C:7]=1[N:1]1[CH2:6][CH2:5][O:4][CH2:3][CH2:2]1)[C:13]([N:15]1[C:21]2[CH:22]=[CH:23][CH:24]=[CH:25][C:20]=2[CH2:19][N:18]2[C:26]([C:29]([NH:39][CH2:40][C:41]3[CH:42]=[N:43][CH:44]=[CH:45][CH:46]=3)=[O:34])=[CH:27][CH:28]=[C:17]2[CH2:16]1)=[O:14])(=[O:37])=[O:36]. The catalyst class is: 12. (5) The catalyst class is: 52. Reactant: [OH-].[Na+].C1C[O:6]CC1.[Br:8][C:9]1[CH:10]=[CH:11][CH:12]=[C:13]2[C:18]=1[N:17]=[C:16]([Cl:19])[N:15]=[C:14]2Cl. Product: [Br:8][C:9]1[CH:10]=[CH:11][CH:12]=[C:13]2[C:18]=1[N:17]=[C:16]([Cl:19])[N:15]=[C:14]2[OH:6]. (6) Reactant: [C:1]([NH2:9])(=[O:8])[C:2]1[CH:7]=[CH:6][CH:5]=[CH:4][CH:3]=1.Br[CH2:11][C:12]([C:14]1[CH:19]=[CH:18][C:17]([N+:20]([O-:22])=[O:21])=[CH:16][CH:15]=1)=O. Product: [N+:20]([C:17]1[CH:18]=[CH:19][C:14]([C:12]2[N:9]=[C:1]([C:2]3[CH:7]=[CH:6][CH:5]=[CH:4][CH:3]=3)[O:8][CH:11]=2)=[CH:15][CH:16]=1)([O-:22])=[O:21]. The catalyst class is: 37. (7) The catalyst class is: 101. Reactant: Br[C:2]1[CH:3]=[C:4]2[N:10]([C:11]3[C:20]4[C:15](=[CH:16][C:17]([F:21])=[CH:18][CH:19]=4)[N:14]=[C:13]([C:22]4[CH:27]=[CH:26][CH:25]=[CH:24][N:23]=4)[C:12]=3[CH3:28])[CH2:9][C:8]3([CH2:33][CH2:32][O:31][CH2:30][CH2:29]3)[C:5]2=[N:6][CH:7]=1.[NH:34]1[CH2:39][CH2:38][O:37][CH2:36][CH2:35]1.CC(C)([O-])C.[Na+].CC(C1C=C(C(C)C)C(C2C=CC=CC=2P(C2CCCCC2)C2CCCCC2)=C(C(C)C)C=1)C. Product: [F:21][C:17]1[CH:16]=[C:15]2[C:20]([C:11]([N:10]3[C:4]4[C:5](=[N:6][CH:7]=[C:2]([N:34]5[CH2:39][CH2:38][O:37][CH2:36][CH2:35]5)[CH:3]=4)[C:8]4([CH2:33][CH2:32][O:31][CH2:30][CH2:29]4)[CH2:9]3)=[C:12]([CH3:28])[C:13]([C:22]3[CH:27]=[CH:26][CH:25]=[CH:24][N:23]=3)=[N:14]2)=[CH:19][CH:18]=1. (8) Reactant: [C:1]1(=[O:8])[CH2:6][CH2:5][C:4](=[O:7])[CH2:3][CH2:2]1.[OH:9][CH2:10][C:11]([CH3:15])([CH2:13]O)[CH3:12].S(=O)(=O)(O)O. Product: [CH3:12][C:11]1([CH3:15])[CH2:10][O:9][C:4]2([CH2:5][CH2:6][C:1](=[O:8])[CH2:2][CH2:3]2)[O:7][CH2:13]1. The catalyst class is: 22.